This data is from Catalyst prediction with 721,799 reactions and 888 catalyst types from USPTO. The task is: Predict which catalyst facilitates the given reaction. (1) Reactant: Cl.C(OC(=O)[NH:8][C:9]1[CH:14]=[CH:13][CH:12]=[CH:11][C:10]=1[NH:15][C:16](=[O:45])/[CH:17]=[CH:18]/[C:19]1[CH:24]=[CH:23][C:22]([CH:25]([C:35](=[O:44])[NH:36][C:37]2[CH:42]=[CH:41][C:40]([Br:43])=[CH:39][CH:38]=2)[CH2:26][CH2:27][N:28]2[CH2:33][C@@H:32]3[CH2:34][C@H:29]2[CH2:30][O:31]3)=[CH:21][CH:20]=1)(C)(C)C.C([O-])(O)=O.[Na+]. Product: [NH2:8][C:9]1[CH:14]=[CH:13][CH:12]=[CH:11][C:10]=1[NH:15][C:16](/[CH:17]=[CH:18]/[C:19]1[CH:20]=[CH:21][C:22]([CH:25]([CH2:26][CH2:27][N:28]2[CH2:33][C@@H:32]3[CH2:34][C@H:29]2[CH2:30][O:31]3)[C:35]([NH:36][C:37]2[CH:42]=[CH:41][C:40]([Br:43])=[CH:39][CH:38]=2)=[O:44])=[CH:23][CH:24]=1)=[O:45]. The catalyst class is: 5. (2) Reactant: [N:1]([C:4]1[CH:12]=[CH:11][C:7]([C:8](Cl)=[O:9])=[CH:6][CH:5]=1)=[C:2]=[O:3].[CH2:13]1[C:17]2([CH2:22][CH2:21][N:20](C(OC(C)(C)C)=O)[CH2:19][CH2:18]2)[CH2:16][CH2:15][NH:14]1.[NH2:30][C:31]1[CH:32]=[C:33]([C:45]2[CH:50]=[CH:49][CH:48]=[CH:47][CH:46]=2)[CH:34]=[CH:35][C:36]=1[NH:37]C(=O)OC(C)(C)C.C(N(C(C)C)CC)(C)C.C(=O)([O-])[O-]. Product: [NH2:37][C:36]1[CH:35]=[CH:34][C:33]([C:45]2[CH:50]=[CH:49][CH:48]=[CH:47][CH:46]=2)=[CH:32][C:31]=1[NH:30][C:8]([C:7]1[CH:11]=[CH:12][C:4]([NH:1][C:2]([N:14]2[CH2:15][CH2:16][C:17]3([CH2:18][CH2:19][NH:20][CH2:21][CH2:22]3)[CH2:13]2)=[O:3])=[CH:5][CH:6]=1)=[O:9]. The catalyst class is: 4. (3) Reactant: C([O:3][C:4]([C:6]1[CH:10]=[C:9]([CH2:11][NH:12][C:13]([C:15]2[CH:19]=[C:18]([NH:20][C:21](=[O:31])[C:22]3[CH:27]=[C:26]([F:28])[C:25]([F:29])=[CH:24][C:23]=3[Cl:30])[NH:17][N:16]=2)=[O:14])[O:8][N:7]=1)=[O:5])C.[OH-].[Na+].Cl.O. Product: [C:4]([C:6]1[CH:10]=[C:9]([CH2:11][NH:12][C:13]([C:15]2[CH:19]=[C:18]([NH:20][C:21](=[O:31])[C:22]3[CH:27]=[C:26]([F:28])[C:25]([F:29])=[CH:24][C:23]=3[Cl:30])[NH:17][N:16]=2)=[O:14])[O:8][N:7]=1)([OH:5])=[O:3]. The catalyst class is: 5. (4) Reactant: [Li]CCCC.CN(C)C1C=CC=CC=1.[C:15]1(=O)[C:23]2[C:18](=[CH:19][CH:20]=[CH:21][CH:22]=2)[CH2:17][CH2:16]1.Cl.N. Product: [CH2:15]1[C:23]2[C:18](=[CH:19][CH:20]=[CH:21][CH:22]=2)[CH:17]=[CH:16]1. The catalyst class is: 1.